From a dataset of Peptide-MHC class II binding affinity with 134,281 pairs from IEDB. Regression. Given a peptide amino acid sequence and an MHC pseudo amino acid sequence, predict their binding affinity value. This is MHC class II binding data. (1) The peptide sequence is ILNFVAHVYKTQPSE. The MHC is DRB1_0101 with pseudo-sequence DRB1_0101. The binding affinity (normalized) is 0.637. (2) The peptide sequence is KSAFQSSVASGFIGF. The MHC is DRB1_0405 with pseudo-sequence DRB1_0405. The binding affinity (normalized) is 0.676.